From a dataset of Peptide-MHC class I binding affinity with 185,985 pairs from IEDB/IMGT. Regression. Given a peptide amino acid sequence and an MHC pseudo amino acid sequence, predict their binding affinity value. This is MHC class I binding data. (1) The peptide sequence is MSDWGHITV. The MHC is HLA-A02:03 with pseudo-sequence HLA-A02:03. The binding affinity (normalized) is 0.666. (2) The peptide sequence is FPQSNAVIQ. The MHC is HLA-B53:01 with pseudo-sequence HLA-B53:01. The binding affinity (normalized) is 0.421. (3) The peptide sequence is VSDTTVLLH. The MHC is HLA-B38:01 with pseudo-sequence HLA-B38:01. The binding affinity (normalized) is 0.0847.